Dataset: Reaction yield outcomes from USPTO patents with 853,638 reactions. Task: Predict the reaction yield, written as a fraction of the theoretical maximum amount of product (1.0 means a 100% yield; for example, 0.34 means a 34% yield). (1) The reactants are Br[CH2:2][C:3]1[CH:4]=[C:5]([CH:8]=[CH:9][CH:10]=1)[C:6]#[N:7].[C:11]1([OH:17])[CH:16]=[CH:15][CH:14]=[CH:13][CH:12]=1.C(=O)([O-])[O-].[K+].[K+].O. The catalyst is CN(C)C=O. The product is [O:17]([CH2:2][C:3]1[CH:4]=[C:5]([CH:8]=[CH:9][CH:10]=1)[C:6]#[N:7])[C:11]1[CH:16]=[CH:15][CH:14]=[CH:13][CH:12]=1. The yield is 0.970. (2) The reactants are [NH2:1][C:2]([C:4]1[CH:5]=[N:6][C:7]2[C:12]([C:13]=1[NH:14][C:15]1[CH:16]=[C:17]([CH:23]=[CH:24][CH:25]=1)[C:18]([O:20]CC)=[O:19])=[CH:11][CH:10]=[C:9]([C:26]1[CH:27]=[N:28][CH:29]=[CH:30][C:31]=1[CH3:32])[CH:8]=2)=[O:3].[OH-].[Na+]. The catalyst is C(O)C. The product is [NH2:1][C:2]([C:4]1[CH:5]=[N:6][C:7]2[C:12]([C:13]=1[NH:14][C:15]1[CH:16]=[C:17]([CH:23]=[CH:24][CH:25]=1)[C:18]([OH:20])=[O:19])=[CH:11][CH:10]=[C:9]([C:26]1[CH:27]=[N:28][CH:29]=[CH:30][C:31]=1[CH3:32])[CH:8]=2)=[O:3]. The yield is 0.870. (3) The reactants are [CH2:1]([O:3][C:4](=[O:23])[CH:5]([C:7]1[N:8](C(OC(C)(C)C)=O)[C:9]2[C:14]([CH:15]=1)=[CH:13][CH:12]=[CH:11][CH:10]=2)[CH3:6])[CH3:2]. The catalyst is ClCCl.C(O)(C(F)(F)F)=O. The product is [NH:8]1[C:9]2[C:14](=[CH:13][CH:12]=[CH:11][CH:10]=2)[CH:15]=[C:7]1[CH:5]([CH3:6])[C:4]([O:3][CH2:1][CH3:2])=[O:23]. The yield is 0.500. (4) The reactants are CSC.B.[CH2:5]([O:12][C:13]([N:15]1[CH2:22][CH2:21][CH2:20][C@@H:16]1[C:17](O)=[O:18])=[O:14])[C:6]1[CH:11]=[CH:10][CH:9]=[CH:8][CH:7]=1.Cl.C(Cl)(Cl)Cl. The catalyst is O1CCCC1. The product is [CH2:5]([O:12][C:13]([N:15]1[CH2:22][CH2:21][CH2:20][C@@H:16]1[CH2:17][OH:18])=[O:14])[C:6]1[CH:11]=[CH:10][CH:9]=[CH:8][CH:7]=1. The yield is 0.970. (5) The reactants are [CH3:1][C:2]1[CH:7]=[CH:6][C:5]([SH:8])=[CH:4][CH:3]=1.[H-].[Na+].[CH2:11]([O:13][C:14](=[O:17])[CH2:15]Br)[CH3:12]. The catalyst is C1COCC1. The product is [CH2:11]([O:13][C:14](=[O:17])[CH2:15][S:8][C:5]1[CH:6]=[CH:7][C:2]([CH3:1])=[CH:3][CH:4]=1)[CH3:12]. The yield is 0.990. (6) The reactants are [O-]P([O-])([O-])=O.[K+].[K+].[K+].[CH2:9]([NH2:16])[C:10]1[CH:15]=[CH:14][CH:13]=[CH:12][CH:11]=1.I[C:18]1[CH:23]=[CH:22][CH:21]=[CH:20][CH:19]=1.C(O)CO. The catalyst is [Cu]I.CCCCCC.C(OCC)(=O)C.CC(O)C. The product is [C:18]1([NH:16][CH2:9][C:10]2[CH:15]=[CH:14][CH:13]=[CH:12][CH:11]=2)[CH:23]=[CH:22][CH:21]=[CH:20][CH:19]=1. The yield is 0.910. (7) The reactants are [Cl:1][C:2]1[CH:28]=[N:27][C:5]2[N:6]=[C:7]([N:13]3[CH2:18][CH2:17][N:16](C(OC(C)(C)C)=O)[C@@H:15]([CH3:26])[CH2:14]3)[C:8]3[N:9]([CH:10]=[N:11][N:12]=3)[C:4]=2[CH:3]=1.C(O)(C(F)(F)F)=O. The catalyst is C(Cl)Cl. The product is [Cl:1][C:2]1[CH:28]=[N:27][C:5]2[N:6]=[C:7]([N:13]3[CH2:18][CH2:17][NH:16][C@@H:15]([CH3:26])[CH2:14]3)[C:8]3[N:9]([CH:10]=[N:11][N:12]=3)[C:4]=2[CH:3]=1. The yield is 0.630.